This data is from Forward reaction prediction with 1.9M reactions from USPTO patents (1976-2016). The task is: Predict the product of the given reaction. (1) The product is: [CH3:2][O:3][C:4](=[O:34])[C@@H:5]([NH:33][S:49]([C:46]1[CH:45]=[CH:44][C:43]([N+:40]([O-:42])=[O:41])=[CH:48][CH:47]=1)(=[O:50])=[O:51])[CH2:6][C:7]1[CH:32]=[CH:31][C:10]2[O:11][C@@H:12]([C:15]3[CH:20]=[CH:19][CH:18]=[C:17]([O:21][CH2:22][C:23]4[CH:28]=[CH:27][C:26]([Cl:29])=[C:25]([Cl:30])[CH:24]=4)[CH:16]=3)[CH2:13][O:14][C:9]=2[CH:8]=1. Given the reactants Cl.[CH3:2][O:3][C:4](=[O:34])[C@@H:5]([NH2:33])[CH2:6][C:7]1[CH:32]=[CH:31][C:10]2[O:11][C@@H:12]([C:15]3[CH:20]=[CH:19][CH:18]=[C:17]([O:21][CH2:22][C:23]4[CH:28]=[CH:27][C:26]([Cl:29])=[C:25]([Cl:30])[CH:24]=4)[CH:16]=3)[CH2:13][O:14][C:9]=2[CH:8]=1.C([O-])(O)=O.[Na+].[N+:40]([C:43]1[CH:48]=[CH:47][C:46]([S:49](Cl)(=[O:51])=[O:50])=[CH:45][CH:44]=1)([O-:42])=[O:41], predict the reaction product. (2) Given the reactants CO[CH:3](OC)[CH2:4][CH:5](OC)OC.Cl.[C:13]([NH:17][NH2:18])([CH3:16])([CH3:15])[CH3:14].Cl, predict the reaction product. The product is: [CH3:14][C:13]([N:17]1[CH:5]=[CH:4][CH:3]=[N:18]1)([CH3:16])[CH3:15]. (3) Given the reactants [F:1][C:2]1[CH:3]=[C:4]2[C:9](=[CH:10][C:11]=1[F:12])[N:8]=[C:7]([O:13][CH3:14])[C:6]([NH:15][C:16](=[O:20])OCC)=[N:5]2.[CH3:21][C:22]1[CH:23]=[C:24]([N:28]2[CH2:33][CH2:32][NH:31][CH2:30][CH2:29]2)[CH:25]=[CH:26][CH:27]=1, predict the reaction product. The product is: [F:1][C:2]1[CH:3]=[C:4]2[C:9](=[CH:10][C:11]=1[F:12])[N:8]=[C:7]([O:13][CH3:14])[C:6]([NH:15][C:16]([N:31]1[CH2:32][CH2:33][N:28]([C:24]3[CH:25]=[CH:26][CH:27]=[C:22]([CH3:21])[CH:23]=3)[CH2:29][CH2:30]1)=[O:20])=[N:5]2. (4) Given the reactants [CH3:1][N:2]1[CH:7]2[CH2:8][CH2:9][CH2:10][CH:3]1[CH2:4][NH:5][CH2:6]2.Br[C:12]1[CH:17]=[CH:16][C:15]([Cl:18])=[C:14]([Cl:19])[CH:13]=1.CC(C)([O-])C.[K+].C1(P(C2CCCCC2)C2C=CC=CC=2C2C(C(C)C)=CC(C(C)C)=CC=2C(C)C)CCCCC1.[C:60]([OH:67])(=[O:66])/[CH:61]=[CH:62]/[C:63]([OH:65])=[O:64], predict the reaction product. The product is: [C:60]([OH:67])(=[O:66])/[CH:61]=[CH:62]/[C:63]([OH:65])=[O:64].[Cl:18][C:15]1[CH:16]=[C:17]([N:5]2[CH2:4][CH:3]3[N:2]([CH3:1])[CH:7]([CH2:8][CH2:9][CH2:10]3)[CH2:6]2)[CH:12]=[CH:13][C:14]=1[Cl:19]. (5) Given the reactants [CH:1]([O:4][C:5]1[CH:10]=[CH:9][C:8]([NH:11][C:12]([N:14]2[CH2:19][CH2:18][CH:17]([C:20]3[C:29]4[C:24](=[CH:25][CH:26]=[C:27]([C:30]#[C:31][CH2:32]OS(C)(=O)=O)[CH:28]=4)[N:23]=[CH:22][N:21]=3)[CH2:16][CH2:15]2)=[O:13])=[CH:7][CH:6]=1)([CH3:3])[CH3:2].[CH2:38]([NH:40][CH2:41][CH3:42])[CH3:39], predict the reaction product. The product is: [CH:1]([O:4][C:5]1[CH:6]=[CH:7][C:8]([NH:11][C:12]([N:14]2[CH2:19][CH2:18][CH:17]([C:20]3[C:29]4[C:24](=[CH:25][CH:26]=[C:27]([C:30]#[C:31][CH2:32][N:40]([CH2:41][CH3:42])[CH2:38][CH3:39])[CH:28]=4)[N:23]=[CH:22][N:21]=3)[CH2:16][CH2:15]2)=[O:13])=[CH:9][CH:10]=1)([CH3:3])[CH3:2]. (6) The product is: [CH:1]1([N:4]([CH2:39][C:40]2[CH:45]=[C:44]([CH2:46][CH2:47][CH2:48][O:49][CH3:50])[CH:43]=[C:42]([O:51][CH2:58][C:59]([OH:60])([CH3:62])[CH3:61])[CH:41]=2)[C:5]([C@@H:7]2[C@@H:12]([C:13]3[CH:14]=[CH:15][C:16]([O:19][CH2:20][CH2:21][O:22][C:23]4[C:28]([Cl:29])=[CH:27][C:26]([CH3:30])=[CH:25][C:24]=4[Cl:31])=[CH:17][CH:18]=3)[CH2:11][CH2:10][N:9]([C:32]([O:34][C:35]([CH3:38])([CH3:37])[CH3:36])=[O:33])[CH2:8]2)=[O:6])[CH2:3][CH2:2]1. Given the reactants [CH:1]1([N:4]([CH2:39][C:40]2[CH:45]=[C:44]([CH2:46][CH2:47][CH2:48][O:49][CH3:50])[CH:43]=[C:42]([OH:51])[CH:41]=2)[C:5]([C@@H:7]2[C@@H:12]([C:13]3[CH:18]=[CH:17][C:16]([O:19][CH2:20][CH2:21][O:22][C:23]4[C:28]([Cl:29])=[CH:27][C:26]([CH3:30])=[CH:25][C:24]=4[Cl:31])=[CH:15][CH:14]=3)[CH2:11][CH2:10][N:9]([C:32]([O:34][C:35]([CH3:38])([CH3:37])[CH3:36])=[O:33])[CH2:8]2)=[O:6])[CH2:3][CH2:2]1.C(=O)([O-])[O-].[Cs+].[Cs+].[CH3:58][C:59]1([CH3:62])[CH2:61][O:60]1, predict the reaction product.